This data is from Reaction yield outcomes from USPTO patents with 853,638 reactions. The task is: Predict the reaction yield, written as a fraction of the theoretical maximum amount of product (1.0 means a 100% yield; for example, 0.34 means a 34% yield). (1) The product is [CH3:8][C:9]1([CH3:14])[CH2:10][C:11](=[O:12])[NH:7][C@H:1]2[CH2:5][CH2:4][CH2:3][C@H:2]2[NH:6]1. The reactants are [C@@H:1]1([NH2:7])[CH2:5][CH2:4][CH2:3][C@@H:2]1[NH2:6].[CH3:8][C:9]([CH3:14])=[CH:10][C:11](O)=[O:12]. The yield is 0.240. The catalyst is C1(C)C=CC=CC=1. (2) The reactants are [CH3:1][C:2]1[O:6][C:5]([C:7]2[S:8][C:9]([CH3:12])=[CH:10][CH:11]=2)=[N:4][C:3]=1[CH2:13][C:14](O)=[O:15]. The catalyst is C1COCC1. The product is [CH3:1][C:2]1[O:6][C:5]([C:7]2[S:8][C:9]([CH3:12])=[CH:10][CH:11]=2)=[N:4][C:3]=1[CH2:13][CH2:14][OH:15]. The yield is 0.990. (3) The reactants are [I:1]I.[Cl:3][C:4]1[CH:12]=[CH:11][CH:10]=[C:9]2[C:5]=1[CH:6]=[N:7][NH:8]2.[OH-].[K+]. The catalyst is CN(C)C=O. The product is [Cl:3][C:4]1[CH:12]=[CH:11][CH:10]=[C:9]2[C:5]=1[C:6]([I:1])=[N:7][NH:8]2. The yield is 0.430. (4) The reactants are [CH3:1][C:2]1([CH3:9])[O:6][CH:5]([CH2:7]O)[CH2:4][O:3]1.C1(P(C2C=CC=CC=2)C2C=CC=CC=2)C=CC=CC=1.N1C=CN=C1.[I:34]I. The catalyst is C1(C)C=CC=CC=1. The product is [I:34][CH2:7][CH:5]1[CH2:4][O:3][C:2]([CH3:9])([CH3:1])[O:6]1. The yield is 0.860. (5) The reactants are [CH3:1][O:2][C:3](=[O:44])[CH2:4][CH2:5][CH2:6]/[CH:7]=[CH:8]\[CH2:9][C@H:10]1[C@@H:14]([OH:15])[CH2:13][C@@H:12]([O:16][Si:17]([C:20]([CH3:23])([CH3:22])[CH3:21])([CH3:19])[CH3:18])[C@@H:11]1/[CH:24]=[CH:25]/[C@@H:26]([O:36][Si:37]([C:40]([CH3:43])([CH3:42])[CH3:41])([CH3:39])[CH3:38])[CH2:27][CH2:28][C:29]1[S:30][C:31]([CH3:35])=[C:32]([Br:34])[CH:33]=1.C[N+]1([O-])CCOCC1. The catalyst is ClCCl.CCC[N+](CCC)(CCC)CCC.[O-][Ru](=O)(=O)=O. The product is [CH3:1][O:2][C:3](=[O:44])[CH2:4][CH2:5][CH2:6]/[CH:7]=[CH:8]\[CH2:9][C@H:10]1[C:14](=[O:15])[CH2:13][C@@H:12]([O:16][Si:17]([C:20]([CH3:22])([CH3:21])[CH3:23])([CH3:18])[CH3:19])[C@@H:11]1/[CH:24]=[CH:25]/[C@@H:26]([O:36][Si:37]([C:40]([CH3:43])([CH3:42])[CH3:41])([CH3:38])[CH3:39])[CH2:27][CH2:28][C:29]1[S:30][C:31]([CH3:35])=[C:32]([Br:34])[CH:33]=1. The yield is 0.840.